This data is from Catalyst prediction with 721,799 reactions and 888 catalyst types from USPTO. The task is: Predict which catalyst facilitates the given reaction. (1) Reactant: [C:1]([O:5][C:6]([N:8]1[CH2:13][CH2:12][CH2:11][C@H:10]([NH:14][C:15]([C:17]2[C:21]([NH:22][C:23]([NH2:25])=[O:24])=[CH:20][N:19]([C:26]3[CH:31]=[CH:30][CH:29]=[C:28]([F:32])[CH:27]=3)[CH:18]=2)=[O:16])[CH2:9]1)=[O:7])([CH3:4])([CH3:3])[CH3:2].[CH:33]1(N)[CH2:35][CH2:34]1.C(OCC)(=O)C. Product: [C:1]([O:5][C:6]([N:8]1[CH2:13][CH2:12][CH2:11][C@H:10]([NH:14][C:15]([C:17]2[C:21]([NH:22][C:23]([NH:25][CH:33]3[CH2:35][CH2:34]3)=[O:24])=[CH:20][N:19]([C:26]3[CH:31]=[CH:30][CH:29]=[C:28]([F:32])[CH:27]=3)[CH:18]=2)=[O:16])[CH2:9]1)=[O:7])([CH3:4])([CH3:2])[CH3:3]. The catalyst class is: 2. (2) Reactant: [CH2:1]([O:3][C:4](=[O:22])[CH2:5][CH2:6][C:7]1[CH:12]=[CH:11][C:10]([CH:13]2[CH2:17][CH2:16][CH:15]([O:18]C(=O)C)[CH2:14]2)=[CH:9][CH:8]=1)[CH3:2].C([O-])([O-])=O.[K+].[K+]. Product: [CH2:1]([O:3][C:4](=[O:22])[CH2:5][CH2:6][C:7]1[CH:12]=[CH:11][C:10]([C@H:13]2[CH2:17][CH2:16][C@@H:15]([OH:18])[CH2:14]2)=[CH:9][CH:8]=1)[CH3:2]. The catalyst class is: 8. (3) Reactant: O.[NH2:2][NH2:3].C[O:5][C:6](=O)[C:7]([NH:9][C:10]1[CH:15]=[CH:14][C:13]([C@H:16]2[CH2:21][CH2:20][C@H:19]([CH:22]([CH3:28])[C:23]([O:25][CH2:26][CH3:27])=[O:24])[CH2:18][CH2:17]2)=[CH:12][CH:11]=1)=[O:8]. Product: [NH:2]([C:6](=[O:5])[C:7]([NH:9][C:10]1[CH:15]=[CH:14][C:13]([C@H:16]2[CH2:21][CH2:20][C@H:19]([CH:22]([CH3:28])[C:23]([O:25][CH2:26][CH3:27])=[O:24])[CH2:18][CH2:17]2)=[CH:12][CH:11]=1)=[O:8])[NH2:3]. The catalyst class is: 8.